This data is from Catalyst prediction with 721,799 reactions and 888 catalyst types from USPTO. The task is: Predict which catalyst facilitates the given reaction. (1) The catalyst class is: 13. Reactant: [N:1]([C:8]([O:10][CH2:11][CH3:12])=[O:9])=[N:1][C:8]([O:10][CH2:11][CH3:12])=[O:9].[OH:13][N:14]1[C:18](=[O:19])[C:17]2=[CH:20][CH:21]=[CH:22][CH:23]=[C:16]2[C:15]1=[O:24].[C:25]1(P([C:25]2[CH:30]=[CH:29]C=[CH:27][CH:26]=2)[C:25]2[CH:30]=[CH:29]C=[CH:27][CH:26]=2)[CH:30]=[CH:29]C=[CH:27][CH:26]=1.O1CC[CH2:46][CH2:45]1. Product: [O:19]=[C:18]1[C:17]2[C:16](=[CH:23][CH:22]=[CH:21][CH:20]=2)[C:15](=[O:24])[N:14]1[O:13][CH2:45][CH2:46][NH:1][C:8]([O:10][CH2:11][C:12]1[CH:29]=[CH:30][CH:25]=[CH:26][CH:27]=1)=[O:9]. (2) Reactant: F[C:2]1[CH:8]=[CH:7][C:5]([NH2:6])=[CH:4][C:3]=1[N+:9]([O-:11])=[O:10].[NH:12]1[CH2:17][CH2:16][CH2:15][CH2:14][CH2:13]1. Product: [N+:9]([C:3]1[CH:4]=[C:5]([NH2:6])[CH:7]=[CH:8][C:2]=1[N:12]1[CH2:17][CH2:16][CH2:15][CH2:14][CH2:13]1)([O-:11])=[O:10]. The catalyst class is: 10.